From a dataset of Catalyst prediction with 721,799 reactions and 888 catalyst types from USPTO. Predict which catalyst facilitates the given reaction. Product: [F:1][C:2]1[C:7]([F:8])=[CH:6][CH:5]=[CH:4][C:3]=1[C:9]1[N:30]=[C:12]2[CH:13]=[N:14][N:15]([CH2:17][C:18]3[O:22][N:21]=[C:20]([C:23]4[CH:28]=[CH:27][C:26]([CH2:36][CH2:35][CH2:34][C:33]([F:39])([F:38])[F:32])=[CH:25][CH:24]=4)[CH:19]=3)[CH:16]=[C:11]2[N:10]=1. The catalyst class is: 176. Reactant: [F:1][C:2]1[C:7]([F:8])=[CH:6][CH:5]=[CH:4][C:3]=1[C:9]1[N:30]=[C:12]2[CH:13]=[N:14][N:15]([CH2:17][C:18]3[O:22][N:21]=[C:20]([C:23]4[CH:28]=[CH:27][C:26](I)=[CH:25][CH:24]=4)[CH:19]=3)[CH:16]=[C:11]2[N:10]=1.[I-].[F:32][C:33]([F:39])([F:38])[CH2:34][CH2:35][CH2:36][Zn+].[I-].